Dataset: Reaction yield outcomes from USPTO patents with 853,638 reactions. Task: Predict the reaction yield, written as a fraction of the theoretical maximum amount of product (1.0 means a 100% yield; for example, 0.34 means a 34% yield). (1) The product is [NH2:54][C:55]1[CH:60]=[CH:59][CH:58]=[CH:57][C:56]=1[NH:61][C:62](=[O:73])[C:63]1[CH:68]=[CH:67][C:66]([NH:69][CH2:70][CH2:71][NH:72][C:38]([C:39]2[C:40]([CH3:41])=[C:52]([CH:53]=[N:13][N:12]=[C:5]3[C:4]4[C:74](=[CH:9][CH:10]=[C:2]([F:1])[CH:3]=4)[NH:75][C:77]3=[O:78])[NH:49][C:50]=2[CH3:51])=[O:37])=[N:65][CH:64]=1. The catalyst is [Cl-].[Na+].O. The reactants are [F:1][C:2]1[CH:3]=[C:4]2C(=[CH:9][CH:10]=1)NC(=O)[C:5]2=[N:12][N:13]=CC1(C)CC(C)(C(O)=O)CN1.Cl.C(N=C=NCCCN(C)C)C.[OH:37][C:38]1C2N=NNC=2[CH:41]=[CH:40][CH:39]=1.C([N:49]([CH2:52][CH3:53])[CH2:50][CH3:51])C.[NH2:54][C:55]1[CH:60]=[CH:59][CH:58]=[CH:57][C:56]=1[NH:61][C:62](=[O:73])[C:63]1[CH:68]=[CH:67][C:66]([NH:69][CH2:70][CH2:71][NH2:72])=[N:65][CH:64]=1.[CH3:74][N:75]([CH:77]=[O:78])C. The yield is 0.730. (2) The yield is 0.600. The product is [Cl:8][C:5]1[CH:6]=[CH:7][C:2]([NH:9][CH2:10][CH:11]2[CH2:16][CH2:15][NH:14][CH2:13][CH2:12]2)=[CH:3][CH:4]=1. No catalyst specified. The reactants are Br[C:2]1[CH:7]=[CH:6][C:5]([Cl:8])=[CH:4][CH:3]=1.[NH2:9][CH2:10][CH:11]1[CH2:16][CH2:15][NH:14][CH2:13][CH2:12]1. (3) The reactants are [CH2:1]([C:3]1[CH:8]=[CH:7][CH:6]=[CH:5][C:4]=1[OH:9])[CH3:2].C(=O)([O-])[O-].[K+].[K+].[CH2:16]([O:18][C:19](=[O:22])[CH2:20]Br)[CH3:17]. The catalyst is CN(C=O)C. The product is [CH2:1]([C:3]1[CH:8]=[CH:7][CH:6]=[CH:5][C:4]=1[O:9][CH2:20][C:19]([O:18][CH2:16][CH3:17])=[O:22])[CH3:2]. The yield is 0.820. (4) The reactants are [Cl:1][C:2]1[CH:10]=[C:9]2[C:5]([CH2:6][N:7]([C:12]3[CH:17]=[CH:16][C:15]([CH:18]([CH3:26])[C:19]([O:21]C(C)(C)C)=[O:20])=[CH:14][CH:13]=3)[C:8]2=[O:11])=[CH:4][CH:3]=1. The catalyst is C(O)=O. The product is [Cl:1][C:2]1[CH:10]=[C:9]2[C:5]([CH2:6][N:7]([C:12]3[CH:13]=[CH:14][C:15]([CH:18]([CH3:26])[C:19]([OH:21])=[O:20])=[CH:16][CH:17]=3)[C:8]2=[O:11])=[CH:4][CH:3]=1. The yield is 0.890. (5) The reactants are [CH2:1]([N:8]1[C:12]([NH2:13])=[CH:11][CH:10]=[N:9]1)[C:2]1[CH:7]=[CH:6][CH:5]=[CH:4][CH:3]=1.C([C:17]1[CH:22]=[CH:21][C:20]([O:23]B(O)O)=[CH:19][CH:18]=1)(C)C.N1C=C[CH:30]=[CH:29][CH:28]=1. The catalyst is O1CCCC1.C(OCC)(=O)C.C([O-])(=O)C.[Cu+2].C([O-])(=O)C. The product is [CH2:1]([N:8]1[C:12]([NH:13][C:17]2[CH:18]=[CH:19][C:20]([O:23][CH:29]([CH3:30])[CH3:28])=[CH:21][CH:22]=2)=[CH:11][CH:10]=[N:9]1)[C:2]1[CH:3]=[CH:4][CH:5]=[CH:6][CH:7]=1. The yield is 0.260. (6) The reactants are [CH3:1][C:2]1[CH:10]=[CH:9][C:5]([C:6](O)=[O:7])=[CH:4][N:3]=1.ON1C2C=CC=CC=2N=N1.CCN=C=NCCCN(C)C.Cl.CN1CCOCC1.Cl.[CH3:41][NH:42][O:43][CH3:44]. The catalyst is CN(C=O)C. The product is [CH3:44][O:43][N:42]([CH3:41])[C:6](=[O:7])[C:5]1[CH:9]=[CH:10][C:2]([CH3:1])=[N:3][CH:4]=1. The yield is 0.290.